This data is from Peptide-MHC class II binding affinity with 134,281 pairs from IEDB. The task is: Regression. Given a peptide amino acid sequence and an MHC pseudo amino acid sequence, predict their binding affinity value. This is MHC class II binding data. (1) The peptide sequence is PGESRHTSDHMSIYK. The MHC is DRB1_0101 with pseudo-sequence DRB1_0101. The binding affinity (normalized) is 0.111. (2) The peptide sequence is EPVCLLLHGSPGAGKSVATN. The MHC is HLA-DQA10501-DQB10201 with pseudo-sequence HLA-DQA10501-DQB10201. The binding affinity (normalized) is 0. (3) The peptide sequence is VSTFSSGLVWGQKYF. The MHC is DRB1_0401 with pseudo-sequence DRB1_0401. The binding affinity (normalized) is 0.630. (4) The peptide sequence is INQPTAAAIAYGLDR. The MHC is HLA-DQA10102-DQB10602 with pseudo-sequence HLA-DQA10102-DQB10602. The binding affinity (normalized) is 0.669. (5) The peptide sequence is GVSWMIRILIGFLVL. The MHC is DRB1_1302 with pseudo-sequence DRB1_1302. The binding affinity (normalized) is 0.708. (6) The peptide sequence is TKQQVFIQSEDPPVL. The MHC is DRB1_0405 with pseudo-sequence DRB1_0405. The binding affinity (normalized) is 0.535.